From a dataset of Forward reaction prediction with 1.9M reactions from USPTO patents (1976-2016). Predict the product of the given reaction. Given the reactants Br[C:2]1[CH:3]=[C:4]2[CH2:10][C:9](=[O:11])[NH:8][C:5]2=[N:6][CH:7]=1.[CH3:12][CH2:13][O:14][C:15]([CH3:17])=O, predict the reaction product. The product is: [O:14]1[CH:15]=[CH:17][CH:12]=[C:13]1[C:2]1[CH:3]=[C:4]2[CH2:10][C:9](=[O:11])[NH:8][C:5]2=[N:6][CH:7]=1.